Dataset: Experimentally validated miRNA-target interactions with 360,000+ pairs, plus equal number of negative samples. Task: Binary Classification. Given a miRNA mature sequence and a target amino acid sequence, predict their likelihood of interaction. (1) The miRNA is mmu-miR-669e-5p with sequence UGUCUUGUGUGUGCAUGUUCAU. The protein sequence of the target gene is MESFDADTNSTDLHSRPLFQPQDIASMVILGLTCLLGLLGNGLVLWVAGVKMKTTVNTVWFLHLTLADFLCCLSLPFSLAHLILQGHWPYGLFLCKLIPSIIILNMFASVFLLTAISLDRCLIVHKPIWCQNHRNVRTAFAICGCVWVVAFVMCVPVFVYRDLFIMDNRSICRYNFDSSRSYDYWDYVYKLSLPESNSTDNSTAQLTGHMNDRSAPSSVQARDYFWTVTTALQSQPFLTSPEDSFSLDSANQQPHYGGKPPNVLTAAVPSGFPVEDRKSNTLNADAFLSAHTELFPTASS.... Result: 1 (interaction). (2) The miRNA is hsa-miR-3606-5p with sequence UUAGUGAAGGCUAUUUUAAUU. The protein sequence of the target gene is MTSPSSSPVFRLETLDGGQEDGSEADRGKLDFGSGLPPMESQFQGEDRKFAPQIRVNLNYRKGTGASQPDPNRFDRDRLFNAVSRGVPEDLAGLPEYLSKTSKYLTDSEYTEGSTGKTCLMKAVLNLKDGVNACILPLLQIDRDSGNPQPLVNAQCTDDYYRGHSALHIAIEKRSLQCVKLLVENGANVHARACGRFFQKGQGTCFYFGELPLSLAACTKQWDVVSYLLENPHQPASLQATDSQGNTVLHALVMISDNSAENIALVTSMYDGLLQAGARLCPTVQLEDIRNLQDLTPLKL.... Result: 1 (interaction). (3) The miRNA is mmu-miR-15b-5p with sequence UAGCAGCACAUCAUGGUUUACA. The protein sequence of the target gene is MAAEEALKTVDQYKTEIERLTKELTETTHEKIQAAEYGLVVLEEKLTLKQQYDELEAEYDGLKQELEQLREAFGQSFSIHRKVAEDGETREETLLQESASKEAYYLNKILEMQNELKQSRAVVTNVQAENERLSAVVQELKENNEMVELQRIRMKDEIREYKFREARLLQDYTELEEENITLQKLVSTLKQNQVEYEGLKHEIKRFEEETVLLNSQLEDAIRLKEIAEHQLEEALETLKNEREQKNNLRKELSQYINLSDSHISISVDGLKFAEDGSEPNNDDKMNGHIHGPLGKLNGDY.... Result: 1 (interaction).